This data is from Forward reaction prediction with 1.9M reactions from USPTO patents (1976-2016). The task is: Predict the product of the given reaction. (1) Given the reactants [C:1]([C:5]1[CH:6]=[C:7]([CH:22]=[CH:23][CH:24]=1)[CH2:8][CH:9]1[CH:13]([C:14]2[CH:19]=[CH:18][CH:17]=[C:16]([Cl:20])[CH:15]=2)[O:12]C(=O)[NH:10]1)([CH3:4])([CH3:3])[CH3:2].[OH-].[Na+], predict the reaction product. The product is: [NH2:10][CH:9]([CH2:8][C:7]1[CH:22]=[CH:23][CH:24]=[C:5]([C:1]([CH3:4])([CH3:3])[CH3:2])[CH:6]=1)[CH:13]([C:14]1[CH:19]=[CH:18][CH:17]=[C:16]([Cl:20])[CH:15]=1)[OH:12]. (2) Given the reactants [N:1]1[C:6]2[S:7][CH:8]=[CH:9][C:5]=2[C:4]([OH:10])=[N:3][CH:2]=1.[Br:11]Br.C([O-])(O)=O.[Na+], predict the reaction product. The product is: [Br:11][C:8]1[S:7][C:6]2[N:1]=[CH:2][N:3]=[C:4]([OH:10])[C:5]=2[CH:9]=1. (3) The product is: [C:1]([O:5][C:6]([N:8]1[CH2:13][CH2:12][N:11]([CH2:14][C:15]2[C:16]([F:42])=[C:17]3[C:18]([C:25](=[O:40])[N:26]([CH2:27][C:28]4[CH:33]=[C:32]([Cl:34])[CH:31]=[CH:30][C:29]=4[S:35]([CH2:38][CH3:39])(=[O:37])=[O:36])[C:51](=[O:54])[NH:41]3)=[CH:19][C:20]=2[C:21]([F:22])([F:23])[F:24])[CH2:10][CH2:9]1)=[O:7])([CH3:2])([CH3:3])[CH3:4]. Given the reactants [C:1]([O:5][C:6]([N:8]1[CH2:13][CH2:12][N:11]([CH2:14][C:15]2[C:20]([C:21]([F:24])([F:23])[F:22])=[CH:19][C:18]([C:25](=[O:40])[NH:26][CH2:27][C:28]3[CH:33]=[C:32]([Cl:34])[CH:31]=[CH:30][C:29]=3[S:35]([CH2:38][CH3:39])(=[O:37])=[O:36])=[C:17]([NH2:41])[C:16]=2[F:42])[CH2:10][CH2:9]1)=[O:7])([CH3:4])([CH3:3])[CH3:2].ClC1C(C2OCCO2)=C(OC(F)(F)F)C=C2C=1N[C:51](=[O:54])N(CC1C=C(Cl)C=CC=1S(CC)(=O)=O)C2=O, predict the reaction product. (4) Given the reactants [Cl:1][C:2]1[CH:7]=[CH:6][CH:5]=[CH:4][C:3]=1[CH:8]1[C:13]([C:14]#[N:15])=[C:12]([CH2:16]Br)[NH:11][C:10]2=[N:18][NH:19][CH:20]=[C:9]12.[CH3:21][N:22]1[CH2:28][CH2:27][CH2:26][NH:25][CH2:24][CH2:23]1, predict the reaction product. The product is: [ClH:1].[ClH:1].[Cl:1][C:2]1[CH:7]=[CH:6][CH:5]=[CH:4][C:3]=1[CH:8]1[C:13]([C:14]#[N:15])=[C:12]([CH2:16][N:25]2[CH2:26][CH2:27][CH2:28][N:22]([CH3:21])[CH2:23][CH2:24]2)[NH:11][C:10]2=[N:18][NH:19][CH:20]=[C:9]12. (5) Given the reactants [C:1]([O:5][C@@H:6]([C:12]1[C:40]([CH3:41])=[N:39][C:38]2=[CH:42][C:35]3=[N:36][N:37]2[C:13]=1[N:14]1[CH2:46][CH2:45][C:17]([CH3:47])([O:18][CH2:19][CH2:20][CH2:21][CH2:22][O:23][C:24]2[CH:25]=[CH:26][CH:27]=[CH:28][C:29]=2[CH2:30][C:31](=[O:44])[CH2:32][NH:33][C:34]3=O)[CH2:16][CH2:15]1)[C:7]([O:9][CH2:10][CH3:11])=[O:8])([CH3:4])([CH3:3])[CH3:2].C1C=CC(P(C2C=CC=CC=2)C2C=CC=CC=2)=CC=1.C(Cl)(Cl)(Cl)Cl, predict the reaction product. The product is: [C:1]([O:5][C@@H:6]([C:12]1[C:40]([CH3:41])=[N:39][C:38]2=[CH:42][C:35]3=[N:36][N:37]2[C:13]=1[N:14]1[CH2:15][CH2:16][C:17]([CH3:47])([O:18][CH2:19][CH2:20][CH2:21][CH2:22][O:23][C:24]2[CH:25]=[CH:26][CH:27]=[CH:28][C:29]=2[CH2:30][C:31]2[O:44][C:34]3=[N:33][CH:32]=2)[CH2:45][CH2:46]1)[C:7]([O:9][CH2:10][CH3:11])=[O:8])([CH3:3])([CH3:2])[CH3:4]. (6) The product is: [CH2:1]([O:3][C:4]([C:6]1[C:7]([NH:14][CH2:15][CH2:16][CH3:17])=[N:8][C:9]([NH:14][CH2:15][CH2:16][C:28]2[CH:27]=[CH:9][N:8]=[CH:7][CH:6]=2)=[N:10][CH:11]=1)=[O:5])[CH3:2]. Given the reactants [CH2:1]([O:3][C:4]([C:6]1[C:7]([NH:14][CH2:15][CH2:16][CH3:17])=[N:8][C:9](SC)=[N:10][CH:11]=1)=[O:5])[CH3:2].C(=O)([O-])O.[Na+].C(O[CH2:27][CH3:28])(=O)C, predict the reaction product.